Dataset: Peptide-MHC class I binding affinity with 185,985 pairs from IEDB/IMGT. Task: Regression. Given a peptide amino acid sequence and an MHC pseudo amino acid sequence, predict their binding affinity value. This is MHC class I binding data. (1) The peptide sequence is RLSQSGHML. The MHC is HLA-B46:01 with pseudo-sequence HLA-B46:01. The binding affinity (normalized) is 0.0847. (2) The peptide sequence is FTLVASVTI. The MHC is HLA-A31:01 with pseudo-sequence HLA-A31:01. The binding affinity (normalized) is 0.157. (3) The peptide sequence is EEVAIILASF. The MHC is HLA-B40:01 with pseudo-sequence HLA-B40:01. The binding affinity (normalized) is 0.248. (4) The peptide sequence is RGLCGLDEL. The MHC is H-2-Kb with pseudo-sequence H-2-Kb. The binding affinity (normalized) is 0.102. (5) The peptide sequence is FLRKRRRFF. The MHC is HLA-B40:01 with pseudo-sequence HLA-B40:01. The binding affinity (normalized) is 0.0847. (6) The peptide sequence is RVRPKKEVL. The MHC is HLA-A69:01 with pseudo-sequence HLA-A69:01. The binding affinity (normalized) is 0.0847. (7) The peptide sequence is KPKALSEAF. The MHC is HLA-A29:02 with pseudo-sequence HLA-A29:02. The binding affinity (normalized) is 0.0847. (8) The peptide sequence is TSCAPMMQK. The MHC is HLA-A26:01 with pseudo-sequence HLA-A26:01. The binding affinity (normalized) is 0.0847. (9) The peptide sequence is KLLPVHYYM. The MHC is HLA-A02:19 with pseudo-sequence HLA-A02:19. The binding affinity (normalized) is 0.787.